This data is from NCI-60 drug combinations with 297,098 pairs across 59 cell lines. The task is: Regression. Given two drug SMILES strings and cell line genomic features, predict the synergy score measuring deviation from expected non-interaction effect. Drug 2: C1CN(P(=O)(OC1)NCCCl)CCCl. Drug 1: CS(=O)(=O)CCNCC1=CC=C(O1)C2=CC3=C(C=C2)N=CN=C3NC4=CC(=C(C=C4)OCC5=CC(=CC=C5)F)Cl. Synergy scores: CSS=1.12, Synergy_ZIP=-1.50, Synergy_Bliss=-2.96, Synergy_Loewe=-1.77, Synergy_HSA=-1.89. Cell line: HT29.